Dataset: Peptide-MHC class I binding affinity with 185,985 pairs from IEDB/IMGT. Task: Regression. Given a peptide amino acid sequence and an MHC pseudo amino acid sequence, predict their binding affinity value. This is MHC class I binding data. (1) The peptide sequence is ALNDTWKIEK. The MHC is HLA-A11:01 with pseudo-sequence HLA-A11:01. The binding affinity (normalized) is 0.447. (2) The peptide sequence is WRFDSRLAF. The MHC is HLA-A33:01 with pseudo-sequence HLA-A33:01. The binding affinity (normalized) is 0.0223. (3) The peptide sequence is VALLVAAI. The binding affinity (normalized) is 0.389. The MHC is H-2-Kb with pseudo-sequence H-2-Kb.